From a dataset of Forward reaction prediction with 1.9M reactions from USPTO patents (1976-2016). Predict the product of the given reaction. (1) The product is: [Cl:1][C:2]1[CH:7]=[CH:6][C:5]([S:8][C:9]2[C:13]([CH3:14])=[N:12][N:11]([C:15]3[N:20]=[C:19]([C:21]4[CH:26]=[CH:25][CH:24]=[CH:23][N:22]=4)[CH:18]=[CH:17][N:16]=3)[C:10]=2[O:27][CH3:28])=[CH:4][CH:3]=1. Given the reactants [Cl:1][C:2]1[CH:7]=[CH:6][C:5]([S:8][CH:9]2[C:13]([CH3:14])=[N:12][N:11]([C:15]3[N:20]=[C:19]([C:21]4[CH:26]=[CH:25][CH:24]=[CH:23][N:22]=4)[CH:18]=[CH:17][N:16]=3)[C:10]2=[O:27])=[CH:4][CH:3]=1.[C:28](=O)([O-])[O-].[K+].[K+].IC.O, predict the reaction product. (2) Given the reactants Cl.[Cl:2][C:3]1[CH:4]=[N+:5]([O-:35])[CH:6]=[C:7]([Cl:34])[C:8]=1[CH2:9][C@@H:10]([C:19]1[CH:24]=[CH:23][C:22]([O:25][CH:26]([F:28])[F:27])=[C:21]([O:29][CH2:30][CH:31]2[CH2:33][CH2:32]2)[CH:20]=1)[O:11][C:12]([C@H:14]1[NH:18][CH2:17][CH2:16][S:15]1)=[O:13].[CH3:36][N:37]([CH3:50])[C:38]([C:40]1[CH:41]=[C:42]([S:46](Cl)(=[O:48])=[O:47])[CH:43]=[CH:44][CH:45]=1)=[O:39], predict the reaction product. The product is: [Cl:2][C:3]1[CH:4]=[N+:5]([O-:35])[CH:6]=[C:7]([Cl:34])[C:8]=1[CH2:9][C@@H:10]([C:19]1[CH:24]=[CH:23][C:22]([O:25][CH:26]([F:28])[F:27])=[C:21]([O:29][CH2:30][CH:31]2[CH2:33][CH2:32]2)[CH:20]=1)[O:11][C:12]([C@H:14]1[N:18]([S:46]([C:42]2[CH:43]=[CH:44][CH:45]=[C:40]([C:38](=[O:39])[N:37]([CH3:36])[CH3:50])[CH:41]=2)(=[O:48])=[O:47])[CH2:17][CH2:16][S:15]1)=[O:13]. (3) Given the reactants C1C=CC(P(N=[N+]=[N-])(C2C=CC=CC=2)=[O:8])=CC=1.[S:18]1[CH:22]=[C:21](C(O)=O)[N:20]=[CH:19]1.C([N:28]([CH2:31]C)CC)C.[C:33]([OH:37])([CH3:36])([CH3:35])[CH3:34], predict the reaction product. The product is: [S:18]1[CH:22]=[C:21]([NH:28][C:31](=[O:8])[O:37][C:33]([CH3:36])([CH3:35])[CH3:34])[N:20]=[CH:19]1. (4) The product is: [C:32]([C:36]1[CH:37]=[CH:38][C:39]([C:40]([NH:28][C:25]2[CH:26]=[CH:27][C:22]([C:20]3[N:21]=[C:17]([C:15]([NH:14][CH:9]([CH:8]([CH3:31])[CH3:7])[C:10]([O:12][CH3:13])=[O:11])=[O:16])[S:18][CH:19]=3)=[CH:23][CH:24]=2)=[O:41])=[CH:43][CH:44]=1)([CH3:35])([CH3:33])[CH3:34]. Given the reactants N1C=CC=CC=1.[CH3:7][CH:8]([CH3:31])[CH:9]([NH:14][C:15]([C:17]1[S:18][CH:19]=[C:20]([C:22]2[CH:27]=[CH:26][C:25]([N+:28]([O-])=O)=[CH:24][CH:23]=2)[N:21]=1)=[O:16])[C:10]([O:12][CH3:13])=[O:11].[C:32]([C:36]1[CH:44]=[CH:43][C:39]([C:40](Cl)=[O:41])=[CH:38][CH:37]=1)([CH3:35])([CH3:34])[CH3:33], predict the reaction product. (5) Given the reactants [Br:1][CH2:2][C:3]([C:5]1[CH:10]=[CH:9][C:8]([S:11](Cl)(=[O:13])=[O:12])=[CH:7][CH:6]=1)=[O:4].C(N(CC)CC)C.[CH:22]1([NH2:27])[CH2:26][CH2:25][CH2:24][CH2:23]1, predict the reaction product. The product is: [Br:1][CH2:2][C:3]([C:5]1[CH:10]=[CH:9][C:8]([S:11]([NH:27][CH:22]2[CH2:26][CH2:25][CH2:24][CH2:23]2)(=[O:13])=[O:12])=[CH:7][CH:6]=1)=[O:4]. (6) Given the reactants [CH3:1][N:2]1[C:6](=[O:7])[O:5][N:4]=[C:3]1[C:8]1[CH:13]=[CH:12][C:11]([NH2:14])=[CH:10][CH:9]=1.[N:15]([O-])=O.[Na+].O.O.[Sn](Cl)(Cl)(Cl)Cl.N, predict the reaction product. The product is: [CH3:1][N:2]1[C:6](=[O:7])[O:5][N:4]=[C:3]1[C:8]1[CH:13]=[CH:12][C:11]([NH:14][NH2:15])=[CH:10][CH:9]=1. (7) Given the reactants [CH3:1][N:2]1[CH:6]=[N:5][C:4]([C:7]2[S:11][C:10]([C:12]3[CH2:13][CH2:14][NH:15][CH2:16][CH:17]=3)=[CH:9][CH:8]=2)=[N:3]1.[Cl:18][CH2:19][C:20](Cl)=[O:21], predict the reaction product. The product is: [Cl:18][CH2:19][C:20]([N:15]1[CH2:14][CH:13]=[C:12]([C:10]2[S:11][C:7]([C:4]3[N:5]=[CH:6][N:2]([CH3:1])[N:3]=3)=[CH:8][CH:9]=2)[CH2:17][CH2:16]1)=[O:21]. (8) The product is: [ClH:29].[F:27][C:23]1[CH:22]=[C:21]([CH:26]=[CH:25][CH:24]=1)[CH2:20][NH:7][C:8]1[N:13]=[C:12]([N:14]2[CH2:15][CH2:16][NH:17][CH2:18][CH2:19]2)[CH:11]=[N:10][CH:9]=1. Given the reactants C(OC(=O)[N:7]([CH2:20][C:21]1[CH:26]=[CH:25][CH:24]=[C:23]([F:27])[CH:22]=1)[C:8]1[N:13]=[C:12]([N:14]2[CH2:19][CH2:18][NH:17][CH2:16][CH2:15]2)[CH:11]=[N:10][CH:9]=1)(C)(C)C.[ClH:29].CCOCC, predict the reaction product. (9) Given the reactants [F:1][C:2]1[C:7]([F:8])=[C:6]([N+:9]([O-])=O)[CH:5]=[CH:4][C:3]=1[N:12]1[CH2:17][CH2:16][N:15]([CH3:18])[CH2:14][CH2:13]1, predict the reaction product. The product is: [F:8][C:7]1[C:2]([F:1])=[C:3]([N:12]2[CH2:17][CH2:16][N:15]([CH3:18])[CH2:14][CH2:13]2)[CH:4]=[CH:5][C:6]=1[NH2:9]. (10) Given the reactants [CH3:1][O:2][C@H:3]1[C@H:8]([NH:9][C:10](=[O:16])[O:11][C:12]([CH3:15])([CH3:14])[CH3:13])[CH2:7][CH2:6][NH:5][CH2:4]1.C=O.[BH-](OC(C)=O)(OC(C)=O)O[C:21](C)=O.[Na+].C([O-])(O)=O.[Na+], predict the reaction product. The product is: [CH3:1][O:2][C@H:3]1[C@H:8]([NH:9][C:10](=[O:16])[O:11][C:12]([CH3:13])([CH3:15])[CH3:14])[CH2:7][CH2:6][N:5]([CH3:21])[CH2:4]1.